Dataset: Forward reaction prediction with 1.9M reactions from USPTO patents (1976-2016). Task: Predict the product of the given reaction. (1) Given the reactants [C:1]([C:4]1[CH:9]=[CH:8][CH:7]=[C:6]([C:10]2[CH:15]=[CH:14][CH:13]=[CH:12][CH:11]=2)[N:5]=1)(=O)[CH3:2].[CH3:16][N:17]1[C:21]2[CH:22]=[CH:23][CH:24]=[CH:25][C:20]=2[N:19]=[C:18]1[NH:26][NH2:27], predict the reaction product. The product is: [CH3:16][N:17]1[C:21]2[CH:22]=[CH:23][CH:24]=[CH:25][C:20]=2[N:19]=[C:18]1[NH:26][N:27]=[C:1]([C:4]1[CH:9]=[CH:8][CH:7]=[C:6]([C:10]2[CH:15]=[CH:14][CH:13]=[CH:12][CH:11]=2)[N:5]=1)[CH3:2]. (2) Given the reactants CC(C)([O-])C.[K+].[Br:7][C:8]1[CH:9]=[CH:10][C:11](Cl)=[N:12][CH:13]=1.[CH2:15]([O:22][C:23]1[CH:28]=[CH:27][C:26]([OH:29])=[CH:25][CH:24]=1)[C:16]1[CH:21]=[CH:20][CH:19]=[CH:18][CH:17]=1.O.C(OCC)(=O)C, predict the reaction product. The product is: [CH2:15]([O:22][C:23]1[CH:24]=[CH:25][C:26]([O:29][C:11]2[CH:10]=[CH:9][C:8]([Br:7])=[CH:13][N:12]=2)=[CH:27][CH:28]=1)[C:16]1[CH:17]=[CH:18][CH:19]=[CH:20][CH:21]=1. (3) Given the reactants [CH3:1][N:2]1[CH:6]=[C:5]([C:7]2[C:11]([CH3:12])=[C:10]([NH:13][C:14](=[O:22])OC3C=CC=CC=3)[N:9]([C:23]3[CH:28]=[CH:27][CH:26]=[CH:25][CH:24]=3)[N:8]=2)[CH:4]=[N:3]1.[CH3:29][O:30][CH2:31][C:32]1[CH:37]=[CH:36][C:35]([C:38]2[CH:43]=[CH:42][CH:41]=[CH:40][CH:39]=2)=[C:34]([CH2:44][NH2:45])[CH:33]=1.C(N(C(C)C)C(C)C)C, predict the reaction product. The product is: [CH3:1][N:2]1[CH:6]=[C:5]([C:7]2[C:11]([CH3:12])=[C:10]([NH:13][C:14]([NH:45][CH2:44][C:34]3[CH:33]=[C:32]([CH2:31][O:30][CH3:29])[CH:37]=[CH:36][C:35]=3[C:38]3[CH:43]=[CH:42][CH:41]=[CH:40][CH:39]=3)=[O:22])[N:9]([C:23]3[CH:24]=[CH:25][CH:26]=[CH:27][CH:28]=3)[N:8]=2)[CH:4]=[N:3]1. (4) Given the reactants [F:1][C:2]1[C:3]([C:9]2[CH:14]=[C:13]([N:15]3C(=O)C4C(=CC=CC=4)C3=O)[CH:12]=[CH:11][N:10]=2)=[N:4][C:5]([CH3:8])=[CH:6][CH:7]=1.CNN, predict the reaction product. The product is: [F:1][C:2]1[C:3]([C:9]2[CH:14]=[C:13]([NH2:15])[CH:12]=[CH:11][N:10]=2)=[N:4][C:5]([CH3:8])=[CH:6][CH:7]=1.